This data is from Forward reaction prediction with 1.9M reactions from USPTO patents (1976-2016). The task is: Predict the product of the given reaction. Given the reactants O=P12OP3(OP(OP(O3)(O1)=O)(=O)O2)=O.O=[C:16]([C:25]1[CH:30]=[CH:29][CH:28]=[CH:27][CH:26]=1)[CH2:17][NH:18][C:19](=[O:24])[CH2:20][CH2:21][C:22]#[CH:23].[OH-].[Na+], predict the reaction product. The product is: [CH2:20]([C:19]1[O:24][C:16]([C:25]2[CH:30]=[CH:29][CH:28]=[CH:27][CH:26]=2)=[CH:17][N:18]=1)[CH2:21][C:22]#[CH:23].